This data is from Full USPTO retrosynthesis dataset with 1.9M reactions from patents (1976-2016). The task is: Predict the reactants needed to synthesize the given product. (1) Given the product [CH3:1][C:2]([CH2:5][S:6][C:7]1[CH:12]=[CH:11][CH:10]=[CH:9][CH:8]=1)([CH2:15]/[CH:14]=[CH:13]/[CH2:18][CH3:17])[CH:3]=[O:4], predict the reactants needed to synthesize it. The reactants are: [CH3:1][CH:2]([CH2:5][S:6][C:7]1[CH:12]=[CH:11][CH:10]=[CH:9][CH:8]=1)[CH:3]=[O:4].[C:13]1(C)[CH:18]=[CH:17]C(S(O)(=O)=O)=[CH:15][CH:14]=1. (2) Given the product [CH3:34][O:35][C:8]1[CH:9]=[CH:10][C:4]2[S:3][C:2]([C:21]3[CH:22]=[CH:23][C:24]([NH:27][CH3:28])=[N:25][CH:26]=3)=[N:6][C:5]=2[CH:7]=1, predict the reactants needed to synthesize it. The reactants are: Br[C:2]1[S:3][C:4]2[CH:10]=[C:9](OC)[CH:8]=[CH:7][C:5]=2[N:6]=1.CC1(C)C(C)(C)OB([C:21]2[CH:22]=[CH:23][C:24]([N:27]3CCOC[CH2:28]3)=[N:25][CH:26]=2)O1.[CH3:34][O:35]C1C=CC2N=C(C3C=NC(N)=NC=3)SC=2C=1. (3) Given the product [C:10]1([C:20]2[CH:25]=[CH:24][CH:23]=[CH:22][CH:21]=2)[CH:15]=[CH:14][C:13]([S:16]([NH2:9])(=[O:18])=[O:17])=[CH:12][CH:11]=1.[S:1]1[CH:5]=[CH:4][CH:3]=[C:2]1[S:6]([NH2:9])(=[O:8])=[O:7], predict the reactants needed to synthesize it. The reactants are: [S:1]1[CH:5]=[CH:4][CH:3]=[C:2]1[S:6]([NH2:9])(=[O:8])=[O:7].[C:10]1([C:20]2[CH:25]=[CH:24][CH:23]=[CH:22][CH:21]=2)[CH:15]=[CH:14][C:13]([S:16](Cl)(=[O:18])=[O:17])=[CH:12][CH:11]=1. (4) Given the product [CH:25]1([C@H:23]([NH:22][C:8]2[N:7]=[C:6]([C:29]#[N:30])[N:5]=[C:4]3[C:9]=2[N:10]([CH2:11][C:12]2[CH:13]=[CH:14][C:15]([C:18]([F:20])([F:19])[F:21])=[CH:16][CH:17]=2)[C:2]([C:31]2[CH2:36][CH2:35][CH2:34][CH2:33][CH:32]=2)=[N:3]3)[CH3:24])[CH2:28][CH2:27][CH2:26]1, predict the reactants needed to synthesize it. The reactants are: Br[C:2]1[N:10]([CH2:11][C:12]2[CH:17]=[CH:16][C:15]([C:18]([F:21])([F:20])[F:19])=[CH:14][CH:13]=2)[C:9]2[C:4](=[N:5][C:6]([C:29]#[N:30])=[N:7][C:8]=2[NH:22][C@@H:23]([CH:25]2[CH2:28][CH2:27][CH2:26]2)[CH3:24])[N:3]=1.[C:31]1(B2OC(C)(C)C(C)(C)O2)[CH2:36][CH2:35][CH2:34][CH2:33][CH:32]=1.P([O-])([O-])([O-])=O.[K+].[K+].[K+].O1CCOCC1. (5) Given the product [Br:25][C:26]1[CH:32]=[C:31]([C:33]([F:42])([C:34]([F:36])([F:37])[F:35])[C:38]([F:39])([F:41])[F:40])[CH:30]=[C:29]([C:43]([F:44])([F:45])[F:46])[C:27]=1[NH:28][C:8](=[O:9])[C:4]1[CH:5]=[CH:6][CH:7]=[C:2]([Cl:1])[N:3]=1, predict the reactants needed to synthesize it. The reactants are: [Cl:1][C:2]1[CH:7]=[CH:6][CH:5]=[C:4]([C:8](Cl)=[O:9])[N:3]=1.ClC1C=CC=C(C(O)=O)N=1.S(Cl)(Cl)=O.[Br:25][C:26]1[CH:32]=[C:31]([C:33]([F:42])([C:38]([F:41])([F:40])[F:39])[C:34]([F:37])([F:36])[F:35])[CH:30]=[C:29]([C:43]([F:46])([F:45])[F:44])[C:27]=1[NH2:28]. (6) Given the product [Br:1][C:2]1[C:3]([O:21][CH:22]([CH3:24])[CH3:23])=[C:4]([C:8]([NH:11][C:12]2[C:17]([CH3:18])=[CH:16][C:15]([CH3:19])=[CH:14][C:13]=2[CH3:20])=[CH:9][CH:10]=1)[C:5]([NH2:26])=[O:6], predict the reactants needed to synthesize it. The reactants are: [Br:1][C:2]1[C:3]([O:21][CH:22]([CH3:24])[CH3:23])=[C:4]([C:8]([NH:11][C:12]2[C:17]([CH3:18])=[CH:16][C:15]([CH3:19])=[CH:14][C:13]=2[CH3:20])=[CH:9][CH:10]=1)[C:5](O)=[O:6].C[N:26](C(ON1N=NC2C=CC=NC1=2)=[N+](C)C)C.F[P-](F)(F)(F)(F)F.[NH4+].[OH-].[OH-].[Na+]. (7) Given the product [Cl:18][C:8]1[N:7]=[N:6][C:5]([C:3]([NH2:19])=[O:2])=[C:10]([NH:11][C:12]2[CH:16]=[CH:15][N:14]([CH3:17])[N:13]=2)[CH:9]=1, predict the reactants needed to synthesize it. The reactants are: C[O:2][C:3]([C:5]1[N:6]=[N:7][C:8]([Cl:18])=[CH:9][C:10]=1[NH:11][C:12]1[CH:16]=[CH:15][N:14]([CH3:17])[N:13]=1)=O.[NH3:19]. (8) Given the product [NH:2]1[CH2:3][CH2:4][CH:5]=[C:6]([C:8]([O:10][CH3:11])=[O:9])[CH2:7]1, predict the reactants needed to synthesize it. The reactants are: C[N:2]1[CH2:7][C:6]([C:8]([O:10][CH3:11])=[O:9])=[CH:5][CH2:4][CH2:3]1.Br.C(=O)([O-])[O-].[K+].[K+].[Na+].[Cl-].ClC(OC(Cl)C)=O.